From a dataset of Forward reaction prediction with 1.9M reactions from USPTO patents (1976-2016). Predict the product of the given reaction. (1) Given the reactants Br.Br[CH:3]([C:11]1[CH:16]=[CH:15][N:14]=[CH:13][CH:12]=1)[C:4]([C:6]1[O:7][CH:8]=[CH:9][CH:10]=1)=O.C(N(CC)CC)C.[NH2:24][C:25]([NH2:27])=[S:26].C(=O)([O-])O.[Na+], predict the reaction product. The product is: [NH2:27][C:25]1[S:26][C:3]([C:11]2[CH:16]=[CH:15][N:14]=[CH:13][CH:12]=2)=[C:4]([C:6]2[O:7][CH:8]=[CH:9][CH:10]=2)[N:24]=1. (2) Given the reactants [Cl:1][C:2]1[CH:7]=[CH:6][C:5]([C:8]2([CH2:16][S:17][CH2:18][C:19]([N:21]3[C@@H:25]([C:26]4[CH:31]=[CH:30][CH:29]=[CH:28][CH:27]=4)[CH2:24][O:23][C:22]3=[O:32])=[O:20])[O:13][CH2:12][C:11]([CH3:15])([CH3:14])[CH2:10][O:9]2)=[CH:4][CH:3]=1.[Cl:33][C:34]1[CH:39]=[CH:38][C:37](/[N:40]=[CH:41]/[C:42]2[CH:56]=[CH:55][C:45]([O:46][CH2:47][C:48]([O:50][C:51]([CH3:54])([CH3:53])[CH3:52])=[O:49])=[CH:44][CH:43]=2)=[CH:36][CH:35]=1.C(N(C(C)C)C(C)C)C.[NH4+].[Cl-], predict the reaction product. The product is: [Cl:33][C:34]1[CH:35]=[CH:36][C:37]([NH:40][C@@H:41]([C:42]2[CH:43]=[CH:44][C:45]([O:46][CH2:47][C:48]([O:50][C:51]([CH3:52])([CH3:53])[CH3:54])=[O:49])=[CH:55][CH:56]=2)[C@@H:18]([S:17][CH2:16][C:8]2([C:5]3[CH:4]=[CH:3][C:2]([Cl:1])=[CH:7][CH:6]=3)[O:9][CH2:10][C:11]([CH3:14])([CH3:15])[CH2:12][O:13]2)[C:19](=[O:20])[N:21]2[C@@H:25]([C:26]3[CH:31]=[CH:30][CH:29]=[CH:28][CH:27]=3)[CH2:24][O:23][C:22]2=[O:32])=[CH:38][CH:39]=1. (3) Given the reactants [CH3:1][C:2]1[CH:7]=[C:6]([O:8][CH:9]2[CH2:14][CH2:13][CH2:12][CH2:11][O:10]2)[CH:5]=[CH:4][C:3]=1[C:15]1[CH:20]=[CH:19][CH:18]=[C:17]([CH2:21][O:22][C:23]2[CH:28]=[CH:27][C:26]([CH2:29][CH2:30][C:31]([O:33]C)=[O:32])=[CH:25][CH:24]=2)[CH:16]=1.[OH-].[Na+].O.C(O)(=O)CC(CC(O)=O)(C(O)=O)O, predict the reaction product. The product is: [CH3:1][C:2]1[CH:7]=[C:6]([O:8][CH:9]2[CH2:14][CH2:13][CH2:12][CH2:11][O:10]2)[CH:5]=[CH:4][C:3]=1[C:15]1[CH:20]=[CH:19][CH:18]=[C:17]([CH2:21][O:22][C:23]2[CH:24]=[CH:25][C:26]([CH2:29][CH2:30][C:31]([OH:33])=[O:32])=[CH:27][CH:28]=2)[CH:16]=1. (4) Given the reactants Br[C:2]1[CH:3]=[C:4]([CH2:8][CH2:9][C:10]([NH:12][CH:13]2[CH2:15][CH2:14]2)=[O:11])[CH:5]=[CH:6][CH:7]=1.[CH3:16][C:17]1([CH3:33])[C:21]([CH3:23])([CH3:22])[O:20][B:19]([B:19]2[O:20][C:21]([CH3:23])([CH3:22])[C:17]([CH3:33])([CH3:16])[O:18]2)[O:18]1.CC([O-])=O.[K+], predict the reaction product. The product is: [CH:13]1([NH:12][C:10](=[O:11])[CH2:9][CH2:8][C:4]2[CH:5]=[CH:6][CH:7]=[C:2]([B:19]3[O:20][C:21]([CH3:23])([CH3:22])[C:17]([CH3:33])([CH3:16])[O:18]3)[CH:3]=2)[CH2:15][CH2:14]1. (5) Given the reactants F[C:2]1[CH:7]=[CH:6][C:5]([C:8]([F:11])([F:10])[F:9])=[CH:4][CH:3]=1.[NH2:12][C:13]1[CH:18]=[CH:17][C:16]([SH:19])=[CH:15][CH:14]=1.CC(C)([O-])C.[K+].O, predict the reaction product. The product is: [F:9][C:8]([F:11])([F:10])[C:5]1[CH:6]=[CH:7][C:2]([S:19][C:16]2[CH:17]=[CH:18][C:13]([NH2:12])=[CH:14][CH:15]=2)=[CH:3][CH:4]=1. (6) Given the reactants C(N(CC)CC)C.C1(O[C:15](=[O:54])[NH:16][C:17]2[C:26]3[C:21](=[CH:22][CH:23]=[CH:24][CH:25]=3)[C:20]([O:27][C:28]3[CH:33]=[CH:32][N:31]=[C:30]([NH:34][C:35]4[CH:40]=[C:39]([O:41][CH2:42][CH2:43][O:44][CH2:45][CH2:46][O:47][CH2:48][CH2:49][O:50][CH3:51])[CH:38]=[C:37]([O:52][CH3:53])[CH:36]=4)[N:29]=3)=[CH:19][CH:18]=2)C=CC=CC=1.[NH2:55][C:56]1[CH:57]=[C:58]([CH:63]=[C:64]([C:66]([CH3:69])([CH3:68])[CH3:67])[CH:65]=1)[C:59]([NH:61][CH3:62])=[O:60], predict the reaction product. The product is: [C:66]([C:64]1[CH:63]=[C:58]([CH:57]=[C:56]([NH:55][C:15]([NH:16][C:17]2[C:26]3[C:21](=[CH:22][CH:23]=[CH:24][CH:25]=3)[C:20]([O:27][C:28]3[CH:33]=[CH:32][N:31]=[C:30]([NH:34][C:35]4[CH:40]=[C:39]([O:41][CH2:42][CH2:43][O:44][CH2:45][CH2:46][O:47][CH2:48][CH2:49][O:50][CH3:51])[CH:38]=[C:37]([O:52][CH3:53])[CH:36]=4)[N:29]=3)=[CH:19][CH:18]=2)=[O:54])[CH:65]=1)[C:59]([NH:61][CH3:62])=[O:60])([CH3:69])([CH3:67])[CH3:68].